This data is from Forward reaction prediction with 1.9M reactions from USPTO patents (1976-2016). The task is: Predict the product of the given reaction. (1) Given the reactants [NH:1]1[C:9]2[C:4](=[CH:5][C:6]([C:10]3[N:14]=[C:13]([C:15]4[CH:16]=[CH:17][C:18]([O:23][CH:24]([CH3:26])[CH3:25])=[C:19]([CH:22]=4)[C:20]#[N:21])[O:12][N:11]=3)=[CH:7][CH:8]=2)[CH:3]=[N:2]1.Br[CH2:28][C:29]([CH3:36])([CH3:35])[C:30]([O:32][CH2:33][CH3:34])=[O:31].C([O-])([O-])=O.[Cs+].[Cs+], predict the reaction product. The product is: [C:20]([C:19]1[CH:22]=[C:15]([C:13]2[O:12][N:11]=[C:10]([C:6]3[CH:5]=[C:4]4[C:9](=[CH:8][CH:7]=3)[N:1]([CH2:28][C:29]([CH3:36])([CH3:35])[C:30]([O:32][CH2:33][CH3:34])=[O:31])[N:2]=[CH:3]4)[N:14]=2)[CH:16]=[CH:17][C:18]=1[O:23][CH:24]([CH3:26])[CH3:25])#[N:21]. (2) Given the reactants Br[CH2:2][CH2:3][C:4]([C:14]1[CH:19]=[CH:18][CH:17]=[CH:16][CH:15]=1)([C:8]1[CH:13]=[CH:12][CH:11]=[CH:10][CH:9]=1)[C:5](Cl)=[O:6].[CH2:20]([NH:22][CH2:23][CH3:24])[CH3:21].[C:25]([O:29][C:30](=[O:37])[NH:31][C@H:32]1[CH2:36][CH2:35][NH:34][CH2:33]1)([CH3:28])([CH3:27])[CH3:26], predict the reaction product. The product is: [C:25]([O:29][C:30](=[O:37])[NH:31][C@H:32]1[CH2:36][CH2:35][N:34]([CH2:2][CH2:3][C:4]([C:5](=[O:6])[N:22]([CH2:23][CH3:24])[CH2:20][CH3:21])([C:14]2[CH:19]=[CH:18][CH:17]=[CH:16][CH:15]=2)[C:8]2[CH:13]=[CH:12][CH:11]=[CH:10][CH:9]=2)[CH2:33]1)([CH3:28])([CH3:26])[CH3:27]. (3) Given the reactants [Cl:1][C:2]1[C:7]([O:8][CH3:9])=[CH:6][C:5]([O:10][CH3:11])=[CH:4][C:3]=1[C:12]1[C:24](=[O:25])[N:23]([CH2:26][CH2:27][C:28]2[CH:33]=[CH:32][C:31]([NH:34][C:35](=[O:41])[O:36][C:37]([CH3:40])([CH3:39])[CH3:38])=[CH:30][CH:29]=2)[C:15]2[N:16]=[C:17](S(C)=O)[N:18]=[CH:19][C:14]=2[CH:13]=1.CCN(C(C)C)C(C)C.[NH2:51][CH2:52][C:53]([CH3:56])([OH:55])[CH3:54].O, predict the reaction product. The product is: [Cl:1][C:2]1[C:7]([O:8][CH3:9])=[CH:6][C:5]([O:10][CH3:11])=[CH:4][C:3]=1[C:12]1[C:24](=[O:25])[N:23]([CH2:26][CH2:27][C:28]2[CH:33]=[CH:32][C:31]([NH:34][C:35](=[O:41])[O:36][C:37]([CH3:40])([CH3:39])[CH3:38])=[CH:30][CH:29]=2)[C:15]2[N:16]=[C:17]([NH:51][CH2:52][C:53]([OH:55])([CH3:56])[CH3:54])[N:18]=[CH:19][C:14]=2[CH:13]=1. (4) Given the reactants [Br:1][C:2]1[CH:10]=[CH:9][C:8]([F:11])=[CH:7][C:3]=1[C:4]([OH:6])=[O:5].Cl.[CH3:13]O, predict the reaction product. The product is: [Br:1][C:2]1[CH:10]=[CH:9][C:8]([F:11])=[CH:7][C:3]=1[C:4]([O:6][CH3:13])=[O:5].